From a dataset of M1 muscarinic receptor antagonist screen with 61,756 compounds. Binary Classification. Given a drug SMILES string, predict its activity (active/inactive) in a high-throughput screening assay against a specified biological target. (1) The molecule is O=C(Nc1ccc(N(C)C)cc1)Cn1nc2CCCCc2c1. The result is 0 (inactive). (2) The compound is Clc1c(C2n3[nH]c(nc3=NC(C2)c2ccc(F)cc2)N)cccc1. The result is 0 (inactive).